This data is from Reaction yield outcomes from USPTO patents with 853,638 reactions. The task is: Predict the reaction yield, written as a fraction of the theoretical maximum amount of product (1.0 means a 100% yield; for example, 0.34 means a 34% yield). (1) The reactants are [NH2:1][C:2]1[CH:7]=[CH:6][C:5]([C:8]([C:12]2[CH:17]=[CH:16][CH:15]=[CH:14][CH:13]=2)([CH3:11])[C:9]#[N:10])=[CH:4][CH:3]=1.[CH3:18][O:19][C:20]1[CH:21]=[C:22]([CH:26]=[CH:27][C:28]=1[O:29][CH3:30])[C:23](Cl)=[O:24].C(N(CC)CC)C. The catalyst is C(Cl)Cl. The product is [C:9]([C:8]([CH3:11])([C:12]1[CH:13]=[CH:14][CH:15]=[CH:16][CH:17]=1)[C:5]1[CH:4]=[CH:3][C:2]([NH:1][C:23](=[O:24])[C:22]2[CH:26]=[CH:27][C:28]([O:29][CH3:30])=[C:20]([O:19][CH3:18])[CH:21]=2)=[CH:7][CH:6]=1)#[N:10]. The yield is 0.300. (2) The reactants are [CH3:1][C:2]1[N:7]=[C:6]2[S:8][C:9]3[CH2:13][CH2:12][CH2:11][C:10]=3[C:5]2=[C:4]([C:14]2[CH:19]=[CH:18][C:17]([CH3:20])=[CH:16][CH:15]=2)[C:3]=1[CH2:21][C:22]([O:24][CH3:25])=[O:23].[Li+].[CH3:27][Si]([N-][Si](C)(C)C)(C)C.C1COCC1.C=O. The catalyst is CN(C=O)C. The product is [CH3:1][C:2]1[N:7]=[C:6]2[S:8][C:9]3[CH2:13][CH2:12][CH2:11][C:10]=3[C:5]2=[C:4]([C:14]2[CH:19]=[CH:18][C:17]([CH3:20])=[CH:16][CH:15]=2)[C:3]=1[C:21](=[CH2:27])[C:22]([O:24][CH3:25])=[O:23]. The yield is 0.360.